Task: Predict which catalyst facilitates the given reaction.. Dataset: Catalyst prediction with 721,799 reactions and 888 catalyst types from USPTO (1) Reactant: [CH3:1][C:2]1[CH:7]=[CH:6][N:5]=[CH:4][CH:3]=1.CC(O[CH:13](N(C)C)[N:14]([CH3:16])[CH3:15])(C)C. Product: [CH3:13][N:14]([CH3:16])[CH:15]=[CH:1][C:2]1[CH:7]=[CH:6][N:5]=[CH:4][CH:3]=1. The catalyst class is: 3. (2) Reactant: [CH:1]([C:4]1[CH:10]=[CH:9][CH:8]=[CH:7][C:5]=1[NH2:6])([CH3:3])[CH3:2].[Cl-].[Al+3].[Cl-].[Cl-].[C:15]1([C:32]2[CH:37]=[CH:36][CH:35]=[CH:34][CH:33]=2)[CH:20]=[CH:19][CH:18]=[CH:17][C:16]=1[C:21]1O[C:23]([C:26]2[CH:31]=[CH:30][CH:29]=[CH:28][CH:27]=2)=[N:24][N:25]=1. Product: [C:15]1([C:32]2[CH:33]=[CH:34][CH:35]=[CH:36][CH:37]=2)[CH:20]=[CH:19][CH:18]=[CH:17][C:16]=1[C:21]1[N:6]([C:5]2[CH:7]=[CH:8][CH:9]=[CH:10][C:4]=2[CH:1]([CH3:3])[CH3:2])[C:23]([C:26]2[CH:27]=[CH:28][CH:29]=[CH:30][CH:31]=2)=[N:24][N:25]=1. The catalyst class is: 37. (3) Reactant: C(OC([N:8]=[C:9]([NH:41]C(OC(C)(C)C)=O)[NH:10][C@H:11]1[CH2:16][CH2:15][C@H:14]([NH:17][C:18]2[CH:37]=[CH:36][C:35]([N+:38]([O-:40])=[O:39])=[CH:34][C:19]=2[C:20]([NH:22][CH2:23][C:24]2[CH:29]=[CH:28][C:27]([O:30][CH3:31])=[C:26]([O:32][CH3:33])[CH:25]=2)=[O:21])[CH2:13][CH2:12]1)=O)(C)(C)C.[ClH:49]. Product: [ClH:49].[CH3:33][O:32][C:26]1[CH:25]=[C:24]([CH:29]=[CH:28][C:27]=1[O:30][CH3:31])[CH2:23][NH:22][C:20](=[O:21])[C:19]1[CH:34]=[C:35]([N+:38]([O-:40])=[O:39])[CH:36]=[CH:37][C:18]=1[NH:17][C@H:14]1[CH2:15][CH2:16][C@H:11]([NH:10][C:9]([NH2:41])=[NH:8])[CH2:12][CH2:13]1. The catalyst class is: 13. (4) Reactant: [Cl:1][C:2]1[CH:3]=[CH:4][C:5]2[N:6]([C:8]([CH3:14])=[C:9]([C:11]([NH2:13])=O)[N:10]=2)[N:7]=1.FC(F)(F)C(OC(=O)C(F)(F)F)=O.Cl. Product: [Cl:1][C:2]1[CH:3]=[CH:4][C:5]2[N:6]([C:8]([CH3:14])=[C:9]([C:11]#[N:13])[N:10]=2)[N:7]=1. The catalyst class is: 228. (5) Reactant: [OH-].[Na+].C([O:5][C:6]([C:8]1[N:9]=[C:10]([SH:16])[S:11][C:12]=1[CH:13]([CH3:15])[CH3:14])=[O:7])C. Product: [CH:13]([C:12]1[S:11][C:10]([SH:16])=[N:9][C:8]=1[C:6]([OH:7])=[O:5])([CH3:15])[CH3:14]. The catalyst class is: 24. (6) Reactant: [O:1]1[C:5]2[CH:6]=[CH:7][C:8]([OH:10])=[CH:9][C:4]=2[O:3][CH2:2]1.C([Mg]Cl)(C)C.[Cl:16][C:17]1[CH:25]=[CH:24][CH:23]=[C:22]2[C:18]=1[C:19](=[O:27])[C:20](=[O:26])[NH:21]2. Product: [Cl:16][C:17]1[CH:25]=[CH:24][CH:23]=[C:22]2[C:18]=1[C:19]([OH:27])([C:7]1[C:8]([OH:10])=[CH:9][C:4]3[O:3][CH2:2][O:1][C:5]=3[CH:6]=1)[C:20](=[O:26])[NH:21]2. The catalyst class is: 7.